Dataset: Full USPTO retrosynthesis dataset with 1.9M reactions from patents (1976-2016). Task: Predict the reactants needed to synthesize the given product. (1) Given the product [Br:6][C:7]1[CH:8]=[CH:9][C:10]([Cl:16])=[C:11]([CH2:13][CH3:14])[CH:12]=1, predict the reactants needed to synthesize it. The reactants are: [OH-].[Na+].O.NN.[Br:6][C:7]1[CH:8]=[CH:9][C:10]([Cl:16])=[C:11]([C:13](=O)[CH3:14])[CH:12]=1. (2) Given the product [Cl:8][C:9]1[CH:10]=[CH:11][C:12]([NH:15][C:16](=[O:30])[NH:17][C:18]2[S:26][C:21]3[CH2:22][N:23]([CH:46]([CH:42]4[CH2:45][CH2:44][CH2:43]4)[CH3:47])[CH2:24][CH2:25][C:20]=3[C:19]=2[C:27]([NH2:29])=[O:28])=[CH:13][CH:14]=1, predict the reactants needed to synthesize it. The reactants are: FC(F)(F)C(O)=O.[Cl:8][C:9]1[CH:14]=[CH:13][C:12]([NH:15][C:16](=[O:30])[NH:17][C:18]2[S:26][C:21]3[CH2:22][NH:23][CH2:24][CH2:25][C:20]=3[C:19]=2[C:27]([NH2:29])=[O:28])=[CH:11][CH:10]=1.C([O-])(=O)C.[Na+].S([O-])([O-])(=O)=O.[Mg+2].[CH:42]1([C:46](=O)[CH3:47])[CH2:45][CH2:44][CH2:43]1.C(O[BH-](OC(=O)C)OC(=O)C)(=O)C.[Na+]. (3) Given the product [F:27][C:21]1[CH:22]=[CH:23][C:24]([F:38])=[CH:25][C:20]=1[C:18]1[CH2:17][N:16]([C:28]([N:44]([CH3:47])[CH3:43])=[O:30])[CH:15]([C:11]2[CH:12]=[CH:13][CH:14]=[C:9]([OH:8])[CH:10]=2)[CH:19]=1, predict the reactants needed to synthesize it. The reactants are: [Si]([O:8][C:9]1[CH:10]=[C:11]([CH:15]2[CH:19]=[C:18]([C:20]3[CH:25]=[C:24](Cl)[CH:23]=[CH:22][C:21]=3[F:27])[CH2:17][N:16]2[C:28]([O:30]C(C)(C)C)=O)[CH:12]=[CH:13][CH:14]=1)(C(C)(C)C)(C)C.C(O)(C(F)(F)[F:38])=O.C[CH2:43][N:44]([CH2:47]C)CC.CN(C)C(Cl)=O. (4) Given the product [S:1]1[C:5]2[CH:6]=[CH:7][CH:8]=[CH:9][C:4]=2[N:3]=[C:2]1[C:10]1[CH:15]=[CH:14][C:13]2[NH:16][C:41]([C:40]3[CH:39]=[CH:38][C:37]([C:35]([NH:34][C:31]4[CH:30]=[CH:29][C:28]([N:25]5[CH2:24][CH2:23][O:22][CH2:27][CH2:26]5)=[CH:33][CH:32]=4)=[O:36])=[CH:44][CH:43]=3)=[N:19][C:12]=2[CH:11]=1, predict the reactants needed to synthesize it. The reactants are: [S:1]1[C:5]2[CH:6]=[CH:7][CH:8]=[CH:9][C:4]=2[N:3]=[C:2]1[C:10]1[CH:15]=[CH:14][C:13]([N+:16]([O-])=O)=[C:12]([N+:19]([O-])=O)[CH:11]=1.[O:22]1[CH2:27][CH2:26][N:25]([C:28]2[CH:33]=[CH:32][C:31]([NH:34][C:35]([C:37]3[CH:44]=[CH:43][C:40]([CH:41]=O)=[CH:39][CH:38]=3)=[O:36])=[CH:30][CH:29]=2)[CH2:24][CH2:23]1.